This data is from Forward reaction prediction with 1.9M reactions from USPTO patents (1976-2016). The task is: Predict the product of the given reaction. (1) Given the reactants [Cl:1][C:2]1[CH:7]=[CH:6][N:5]=[C:4]2[NH:8][CH:9]=[C:10]([I:11])[C:3]=12.[H-].[Na+].[CH3:14][Si:15]([CH3:22])([CH3:21])[CH2:16][CH2:17][O:18][CH2:19]Cl, predict the reaction product. The product is: [Cl:1][C:2]1[CH:7]=[CH:6][N:5]=[C:4]2[N:8]([CH2:19][O:18][CH2:17][CH2:16][Si:15]([CH3:22])([CH3:21])[CH3:14])[CH:9]=[C:10]([I:11])[C:3]=12. (2) Given the reactants [Cl:1][C:2]1[C:10]([N:11]([CH3:20])[S:12]([C:15]2[S:16][CH:17]=[CH:18][CH:19]=2)(=[O:14])=[O:13])=[C:9]2[C:5]([CH:6]=[C:7]([C:21]([O:23]CC)=[O:22])[NH:8]2)=[CH:4][CH:3]=1.[OH-].[Na+].O1CCCC1, predict the reaction product. The product is: [Cl:1][C:2]1[C:10]([N:11]([CH3:20])[S:12]([C:15]2[S:16][CH:17]=[CH:18][CH:19]=2)(=[O:14])=[O:13])=[C:9]2[C:5]([CH:6]=[C:7]([C:21]([OH:23])=[O:22])[NH:8]2)=[CH:4][CH:3]=1. (3) Given the reactants C(O)(C(F)(F)F)=O.C(OC(=O)[NH:14][CH:15]1[CH2:23][C:22]2[C:17](=[CH:18][CH:19]=[C:20]([O:24][C:25]3[CH:30]=[CH:29][C:28]([C:31](=[O:33])[NH2:32])=[CH:27][N:26]=3)[CH:21]=2)[CH2:16]1)(C)(C)C, predict the reaction product. The product is: [NH2:14][CH:15]1[CH2:23][C:22]2[C:17](=[CH:18][CH:19]=[C:20]([O:24][C:25]3[CH:30]=[CH:29][C:28]([C:31]([NH2:32])=[O:33])=[CH:27][N:26]=3)[CH:21]=2)[CH2:16]1. (4) Given the reactants [Br:1][C:2]1[CH:3]=[C:4]([N:8]2[CH2:13][CH2:12][NH:11][CH2:10][CH2:9]2)[CH:5]=[CH:6][CH:7]=1.C=O.[C:16]([BH3-])#N.[Na+].[Cl-].[NH4+], predict the reaction product. The product is: [Br:1][C:2]1[CH:3]=[C:4]([N:8]2[CH2:13][CH2:12][N:11]([CH3:16])[CH2:10][CH2:9]2)[CH:5]=[CH:6][CH:7]=1.